This data is from Full USPTO retrosynthesis dataset with 1.9M reactions from patents (1976-2016). The task is: Predict the reactants needed to synthesize the given product. (1) The reactants are: [N:1]1[N:2]([C:10]2[CH:15]=[C:14]([CH3:16])[CH:13]=[C:12]([CH:17]([CH2:20][CH2:21][CH2:22][CH2:23][CH3:24])[CH:18]=[CH2:19])[C:11]=2[OH:25])[N:3]=[C:4]2[CH:9]=[CH:8][CH:7]=[CH:6][C:5]=12. Given the product [N:1]1[N:2]([C:10]2[CH:15]=[C:14]([CH3:16])[CH:13]=[C:12]([CH:17]([CH2:20][CH2:21][CH2:22][CH2:23][CH3:24])[CH2:18][CH3:19])[C:11]=2[OH:25])[N:3]=[C:4]2[CH:9]=[CH:8][CH:7]=[CH:6][C:5]=12, predict the reactants needed to synthesize it. (2) Given the product [CH2:1]([O:5][C:6]1[CH:7]=[CH:8][C:9]([C:10]([NH:30][C:27]2[CH:26]=[CH:25][C:24]([N:20]3[CH2:21][CH2:22][CH:23]4[N:16]([CH3:15])[CH2:17][CH2:18][CH:19]34)=[CH:29][CH:28]=2)=[O:12])=[CH:13][CH:14]=1)[CH2:2][CH2:3][CH3:4], predict the reactants needed to synthesize it. The reactants are: [CH2:1]([O:5][C:6]1[CH:14]=[CH:13][C:9]([C:10]([OH:12])=O)=[CH:8][CH:7]=1)[CH2:2][CH2:3][CH3:4].[CH3:15][N:16]1[CH:23]2[CH:19]([N:20]([C:24]3[CH:29]=[CH:28][C:27]([NH2:30])=[CH:26][CH:25]=3)[CH2:21][CH2:22]2)[CH2:18][CH2:17]1.